This data is from Full USPTO retrosynthesis dataset with 1.9M reactions from patents (1976-2016). The task is: Predict the reactants needed to synthesize the given product. (1) Given the product [N:6]1[CH:5]=[C:4]([C:3]2[CH:12]=[C:11]([C:13]3[CH:14]=[C:15]([CH3:19])[CH:16]=[CH:17][CH:18]=3)[O:1][N:2]=2)[CH:9]=[N:8][CH:7]=1, predict the reactants needed to synthesize it. The reactants are: [OH:1][N:2]=[C:3](Cl)[C:4]1[CH:5]=[N:6][CH:7]=[N:8][CH:9]=1.[C:11]([C:13]1[CH:18]=[CH:17][CH:16]=[C:15]([CH3:19])[CH:14]=1)#[CH:12].N. (2) Given the product [NH2:26][CH2:25][C:3]1[C:2]([NH:1][CH2:41][C:37]2[CH:38]=[CH:39][CH:40]=[C:35]([O:34][CH2:27][C:28]3[CH:33]=[CH:32][CH:31]=[CH:30][CH:29]=3)[CH:36]=2)=[N:15][C:6]2[N:7]([CH3:14])[C:8](=[O:13])[N:9]([CH3:12])[C:10](=[O:11])[C:5]=2[C:4]=1[C:16]1[CH:21]=[C:20]([F:22])[CH:19]=[CH:18][C:17]=1[O:23][CH3:24], predict the reactants needed to synthesize it. The reactants are: [NH2:1][C:2]1[C:3]([C:25]#[N:26])=[C:4]([C:16]2[CH:21]=[C:20]([F:22])[CH:19]=[CH:18][C:17]=2[O:23][CH3:24])[C:5]2[C:10](=[O:11])[N:9]([CH3:12])[C:8](=[O:13])[N:7]([CH3:14])[C:6]=2[N:15]=1.[CH2:27]([O:34][C:35]1[CH:40]=[CH:39][CH:38]=[C:37]([CH2:41]Br)[CH:36]=1)[C:28]1[CH:33]=[CH:32][CH:31]=[CH:30][CH:29]=1.NCC1C(NCC2C=CC3C(=CC=CC=3)C=2)=NC2N(C)C(=O)N(C)C(=O)C=2C=1C1C=C(F)C=CC=1OC. (3) Given the product [CH3:31][S:32]([O:17][CH2:16][C:14]1[CH:13]=[C:12]([N:18]2[CH2:23][CH2:22][O:21][CH2:20][CH2:19]2)[N:11]=[C:10]([C:6]2[CH:5]=[C:4]3[C:9](=[CH:8][CH:7]=2)[NH:1][CH:2]=[CH:3]3)[N:15]=1)(=[O:34])=[O:33], predict the reactants needed to synthesize it. The reactants are: [NH:1]1[C:9]2[C:4](=[CH:5][C:6]([C:10]3[N:15]=[C:14]([CH2:16][OH:17])[CH:13]=[C:12]([N:18]4[CH2:23][CH2:22][O:21][CH2:20][CH2:19]4)[N:11]=3)=[CH:7][CH:8]=2)[CH:3]=[CH:2]1.C(N(CC)CC)C.[CH3:31][S:32](Cl)(=[O:34])=[O:33].O. (4) Given the product [C:37]([CH2:39][CH2:40][C:2]1[CH:3]=[C:4]([C:13]2[O:17][N:16]=[C:15]([C:18]3[CH:26]=[CH:25][C:24]4[NH:23][C:22]5[CH:27]([CH2:30][C:31]([OH:33])=[O:32])[CH2:28][CH2:29][C:21]=5[C:20]=4[CH:19]=3)[N:14]=2)[CH:5]=[C:6]([O:8][C:9]([F:12])([F:10])[F:11])[CH:7]=1)#[N:38], predict the reactants needed to synthesize it. The reactants are: Br[C:2]1[CH:3]=[C:4]([C:13]2[O:17][N:16]=[C:15]([C:18]3[CH:26]=[CH:25][C:24]4[NH:23][C:22]5[CH:27]([CH2:30][C:31]([O:33]CC)=[O:32])[CH2:28][CH2:29][C:21]=5[C:20]=4[CH:19]=3)[N:14]=2)[CH:5]=[C:6]([O:8][C:9]([F:12])([F:11])[F:10])[CH:7]=1.[Br-].[C:37]([CH2:39][CH2:40][Zn+])#[N:38].